Task: Regression. Given two drug SMILES strings and cell line genomic features, predict the synergy score measuring deviation from expected non-interaction effect.. Dataset: NCI-60 drug combinations with 297,098 pairs across 59 cell lines (1) Drug 2: C1=NC(=NC(=O)N1C2C(C(C(O2)CO)O)O)N. Synergy scores: CSS=25.3, Synergy_ZIP=5.40, Synergy_Bliss=7.71, Synergy_Loewe=4.28, Synergy_HSA=3.93. Cell line: SK-MEL-28. Drug 1: CC12CCC3C(C1CCC2=O)CC(=C)C4=CC(=O)C=CC34C. (2) Cell line: BT-549. Drug 2: C1=CC(=CC=C1CCCC(=O)O)N(CCCl)CCCl. Drug 1: CC12CCC3C(C1CCC2=O)CC(=C)C4=CC(=O)C=CC34C. Synergy scores: CSS=35.2, Synergy_ZIP=-5.26, Synergy_Bliss=-1.59, Synergy_Loewe=-11.9, Synergy_HSA=0.248.